From a dataset of Catalyst prediction with 721,799 reactions and 888 catalyst types from USPTO. Predict which catalyst facilitates the given reaction. Reactant: [C:1]([NH:4][CH2:5][CH2:6][N:7]1[CH2:16][CH:15]2[CH:10]([CH2:11][CH2:12][CH2:13][CH2:14]2)[N:9]2[C:17](=[O:46])[C:18]3[N:19]([CH:21]=[C:22]([C:34]([NH:36][CH2:37][C:38]4[CH:43]=[CH:42][C:41]([F:44])=[CH:40][C:39]=4[F:45])=[O:35])[C:23](=[O:33])[C:24]=3[O:25]CC3C=CC=CC=3)[CH2:20][CH:8]12)(=[O:3])[CH3:2]. Product: [C:1]([NH:4][CH2:5][CH2:6][N:7]1[CH2:16][CH:15]2[CH:10]([CH2:11][CH2:12][CH2:13][CH2:14]2)[N:9]2[C:17](=[O:46])[C:18]3[N:19]([CH:21]=[C:22]([C:34]([NH:36][CH2:37][C:38]4[CH:43]=[CH:42][C:41]([F:44])=[CH:40][C:39]=4[F:45])=[O:35])[C:23](=[O:33])[C:24]=3[OH:25])[CH2:20][CH:8]12)(=[O:3])[CH3:2]. The catalyst class is: 45.